From a dataset of TCR-epitope binding with 47,182 pairs between 192 epitopes and 23,139 TCRs. Binary Classification. Given a T-cell receptor sequence (or CDR3 region) and an epitope sequence, predict whether binding occurs between them. (1) The epitope is LLWNGPMAV. The TCR CDR3 sequence is CASSIRASNEQFF. Result: 0 (the TCR does not bind to the epitope). (2) The epitope is KLVALGINAV. The TCR CDR3 sequence is CASSLELTGSTDTQYF. Result: 0 (the TCR does not bind to the epitope).